The task is: Regression/Classification. Given a drug SMILES string, predict its absorption, distribution, metabolism, or excretion properties. Task type varies by dataset: regression for continuous measurements (e.g., permeability, clearance, half-life) or binary classification for categorical outcomes (e.g., BBB penetration, CYP inhibition). Dataset: bbb_martins.. This data is from Blood-brain barrier penetration binary classification data from Martins et al.. (1) The drug is Cc1c2c(cn1C)NC(=O)CN=C2c1ccccc1. The result is 1 (penetrates BBB). (2) The molecule is CC[C@]1(O)C[C@H]2CN(CCc3c([nH]c4ccccc34)[C@@](C(=O)OC)(c3cc4c(cc3OC)N(C=O)[C@H]3[C@@](O)(C(=O)OC)[C@H](OC(C)=O)[C@]5(CC)C=CCN6CC[C@]43[C@@H]65)C2)C1. The result is 1 (penetrates BBB). (3) The molecule is O=C(NCCCOc1cccc(CN2CCCCC2)c1)c1ccccc1. The result is 1 (penetrates BBB). (4) The molecule is CCn1cc(C(=O)O)c(=O)c2cc(F)c(N3CCNCC3)cc21. The result is 0 (does not penetrate BBB).